This data is from Full USPTO retrosynthesis dataset with 1.9M reactions from patents (1976-2016). The task is: Predict the reactants needed to synthesize the given product. (1) Given the product [C:1]1([C:7]2[N:8]=[N:9][N:10]([CH2:13][C:14](=[CH2:18])[C:15]([N:26]3[CH2:31][CH2:30][CH2:29][CH2:28][CH2:27]3)=[O:16])[N:11]=2)[CH:2]=[CH:3][CH:4]=[CH:5][CH:6]=1, predict the reactants needed to synthesize it. The reactants are: [C:1]1([C:7]2[N:8]=[N:9][NH:10][N:11]=2)[CH:6]=[CH:5][CH:4]=[CH:3][CH:2]=1.Br[CH2:13][C:14](=[CH2:18])[C:15](O)=[O:16].C(N(CC)CC)C.[NH:26]1[CH2:31][CH2:30][CH2:29][CH2:28][CH2:27]1.C(P1(=O)OP(CCC)(=O)OP(CCC)(=O)O1)CC. (2) Given the product [Cl:44][CH2:24][C:23]1[C:18]([CH:15]2[CH2:16][CH2:17][N:12]([C:10](=[O:11])[CH2:9][C:3]3[C:2]([F:1])=[CH:7][CH:6]=[CH:5][C:4]=3[F:8])[CH2:13][CH2:14]2)=[N:19][C:20]([CH3:26])=[N:21][CH:22]=1, predict the reactants needed to synthesize it. The reactants are: [F:1][C:2]1[CH:7]=[CH:6][CH:5]=[C:4]([F:8])[C:3]=1[CH2:9][C:10]([N:12]1[CH2:17][CH2:16][CH:15]([C:18]2[C:23]([CH2:24]O)=[CH:22][N:21]=[C:20]([CH3:26])[N:19]=2)[CH2:14][CH2:13]1)=[O:11].CCN(CC)CC.S([Cl:44])(C1C=CC(C)=CC=1)(=O)=O.[NH4+].[Cl-]. (3) Given the product [CH3:1][O:2][C@H:3]([C:4]1[O:6][N:62]=[C:61]([NH:60][C:55]2[CH:56]=[CH:57][C:58]([CH3:59])=[C:53]([C:44]3[C:43](=[O:65])[N:42]([CH3:41])[C:51]4[C:46]([CH:45]=3)=[CH:47][N:48]=[C:49]([CH3:52])[CH:50]=4)[CH:54]=2)[N:64]=1)[CH3:7], predict the reactants needed to synthesize it. The reactants are: [CH3:1][O:2][C@@H:3]([CH3:7])[C:4]([OH:6])=O.CCN(C(C)C)C(C)C.CN(C(ON1N=NC2C=CC=NC1=2)=[N+](C)C)C.F[P-](F)(F)(F)(F)F.[CH3:41][N:42]1[C:51]2[C:46](=[CH:47][N:48]=[C:49]([CH3:52])[CH:50]=2)[CH:45]=[C:44]([C:53]2[CH:54]=[C:55]([NH:60]/[C:61](/[NH2:64])=[N:62]/O)[CH:56]=[CH:57][C:58]=2[CH3:59])[C:43]1=[O:65]. (4) Given the product [C:19]1([C:22]2[CH:27]=[CH:26][CH:25]=[CH:24][CH:23]=2)[CH:18]=[CH:17][C:16]([NH:15][C:30]([N:10]2[C:9]3[CH:8]=[CH:7][CH:6]=[CH:5][C:13]=3[NH:12][C:11]2=[O:14])=[O:31])=[CH:21][CH:20]=1, predict the reactants needed to synthesize it. The reactants are: ClC(O[C:5]1[C:13]2[NH:12][C:11]([OH:14])=[N:10][C:9]=2[CH:8]=[CH:7][CH:6]=1)=O.[NH2:15][C:16]1[CH:21]=[CH:20][C:19]([C:22]2[CH:27]=[CH:26][CH:25]=[CH:24][CH:23]=2)=[CH:18][CH:17]=1.C1C[O:31][CH2:30]C1. (5) Given the product [CH3:1][O:2][C:3](=[O:19])[CH:4]([NH:8][C:9](=[O:18])[C:10]1[C:11]([Cl:17])=[CH:12][CH:13]=[CH:14][C:15]=1[Cl:16])[CH2:5]/[CH:6]=[CH:7]/[C:21]1[CH:22]=[CH:23][C:24]([O:25][C:26]2[N:27]=[CH:28][C:29]([CH2:32][CH3:33])=[CH:30][N:31]=2)=[CH:34][CH:35]=1, predict the reactants needed to synthesize it. The reactants are: [CH3:1][O:2][C:3](=[O:19])[CH:4]([NH:8][C:9](=[O:18])[C:10]1[C:15]([Cl:16])=[CH:14][CH:13]=[CH:12][C:11]=1[Cl:17])[CH2:5][CH:6]=[CH2:7].I[C:21]1[CH:35]=[CH:34][C:24]([O:25][C:26]2[N:31]=[CH:30][C:29]([CH2:32][CH3:33])=[CH:28][N:27]=2)=[CH:23][CH:22]=1. (6) Given the product [C:20]([O:19][C:17]([N:11]1[CH2:16][CH2:15][N:14]([C:2]2[CH:9]=[CH:8][C:5]([C:6]#[N:7])=[CH:4][C:3]=2[CH3:10])[CH2:13][CH2:12]1)=[O:18])([CH3:23])([CH3:21])[CH3:22], predict the reactants needed to synthesize it. The reactants are: Br[C:2]1[CH:9]=[CH:8][C:5]([C:6]#[N:7])=[CH:4][C:3]=1[CH3:10].[N:11]1([C:17]([O:19][C:20]([CH3:23])([CH3:22])[CH3:21])=[O:18])[CH2:16][CH2:15][NH:14][CH2:13][CH2:12]1. (7) Given the product [BrH:12].[CH2:5]([S:3][C:1](=[NH:4])[CH3:2])[C:6]1[CH:11]=[CH:10][CH:9]=[CH:8][CH:7]=1, predict the reactants needed to synthesize it. The reactants are: [C:1]([NH2:4])(=[S:3])[CH3:2].[CH2:5]([Br:12])[C:6]1[CH:11]=[CH:10][CH:9]=[CH:8][CH:7]=1.CCOCC.